Task: Predict the product of the given reaction.. Dataset: Forward reaction prediction with 1.9M reactions from USPTO patents (1976-2016) The product is: [F:1][C:2]1[CH:3]=[CH:4][C:5]2[N:6]([C:8]([N:11]3[CH2:15][CH2:14][C@H:13]([CH2:16][O:17][Si:28]([CH:32]([CH3:34])[CH3:33])([CH:29]([CH3:31])[CH3:30])[CH:25]([CH3:27])[CH3:26])[CH2:12]3)=[N:9][N:10]=2)[CH:7]=1. Given the reactants [F:1][C:2]1[CH:3]=[CH:4][C:5]2[N:6]([C:8]([N:11]3[CH2:15][CH2:14][C@H:13]([CH2:16][OH:17])[CH2:12]3)=[N:9][N:10]=2)[CH:7]=1.CCN(CC)CC.[CH:25]([Si:28](OS(C(F)(F)F)(=O)=O)([CH:32]([CH3:34])[CH3:33])[CH:29]([CH3:31])[CH3:30])([CH3:27])[CH3:26], predict the reaction product.